From a dataset of Peptide-MHC class I binding affinity with 185,985 pairs from IEDB/IMGT. Regression. Given a peptide amino acid sequence and an MHC pseudo amino acid sequence, predict their binding affinity value. This is MHC class I binding data. (1) The peptide sequence is YRTAVCGLY. The MHC is HLA-A31:01 with pseudo-sequence HLA-A31:01. The binding affinity (normalized) is 0.0847. (2) The peptide sequence is EAKTHFSTT. The MHC is HLA-A68:02 with pseudo-sequence HLA-A68:02. The binding affinity (normalized) is 0.123.